From a dataset of Catalyst prediction with 721,799 reactions and 888 catalyst types from USPTO. Predict which catalyst facilitates the given reaction. (1) Reactant: [C:1]1([CH:7]2[CH2:12][CH:11]([C:13]([O:15]C)=[O:14])[CH2:10][CH2:9][N:8]2[C:17]([O:19][CH3:20])=[O:18])[CH:6]=[CH:5][CH:4]=[CH:3][CH:2]=1.[Br-].[Li+].C(N(CC)CC)C.CC(OC)(C)C. Product: [CH3:20][O:19][C:17]([N:8]1[CH2:9][CH2:10][CH:11]([C:13]([OH:15])=[O:14])[CH2:12][CH:7]1[C:1]1[CH:6]=[CH:5][CH:4]=[CH:3][CH:2]=1)=[O:18]. The catalyst class is: 47. (2) Reactant: [ClH:1].[C:2](=[O:5])([OH:4])[NH2:3].[NH:6]1[CH2:11][CH2:10][CH2:9][CH2:8][CH2:7]1. Product: [ClH:1].[C:2](=[O:4])([OH:5])[NH2:3].[NH:6]1[CH2:11][CH2:10][CH2:9][CH2:8][CH2:7]1. The catalyst class is: 27. (3) The catalyst class is: 10. Product: [CH2:6]([S:13]/[CH:14]=[CH:15]\[C:16]([Cl:40])=[O:18])[C:7]1[CH:12]=[CH:11][CH:10]=[CH:9][CH:8]=1. Reactant: C1COCC1.[CH2:6]([S:13]/[CH:14]=[CH:15]\[C:16]([OH:18])=O)[C:7]1[CH:12]=[CH:11][CH:10]=[CH:9][CH:8]=1.CN1CCOCC1.C1(P([Cl:40])(C2C=CC=CC=2)=O)C=CC=CC=1. (4) Reactant: [Cl:1][C:2]1[CH:12]=[CH:11][C:5]([C:6]([N:8]=[C:9]=[O:10])=O)=[CH:4][C:3]=1[C:13]([F:16])([F:15])[F:14].[Cl:17][C:18]1[CH:23]=[CH:22][C:21]([CH2:24][NH:25][C:26](=[O:31])[C:27]([CH3:30])([CH3:29])[CH3:28])=[CH:20][C:19]=1[NH:32][NH:33]C(OC(C)(C)C)=O.FC(F)(F)C(O)=O. Product: [Cl:17][C:18]1[CH:23]=[CH:22][C:21]([CH2:24][NH:25][C:26](=[O:31])[C:27]([CH3:30])([CH3:29])[CH3:28])=[CH:20][C:19]=1[N:32]1[C:9](=[O:10])[NH:8][C:6]([C:5]2[CH:11]=[CH:12][C:2]([Cl:1])=[C:3]([C:13]([F:16])([F:15])[F:14])[CH:4]=2)=[N:33]1. The catalyst class is: 2. (5) Reactant: Br[C:2]1[N:9]=[CH:8][CH:7]=[CH:6][C:3]=1[CH:4]=[O:5].[CH:10]1(B(O)O)[CH2:12][CH2:11]1.[F-].[Cs+]. Product: [CH:10]1([C:2]2[C:3]([CH:4]=[O:5])=[CH:6][CH:7]=[CH:8][N:9]=2)[CH2:12][CH2:11]1. The catalyst class is: 12. (6) Reactant: [N+:1]([C:4]1[CH:12]=[C:11]2[C:7]([CH:8]=[CH:9][NH:10]2)=[CH:6][CH:5]=1)([O-:3])=[O:2].ClS([N:17]=[C:18]=O)(=O)=O.C(N(CC)CC)C. Product: [N+:1]([C:4]1[CH:12]=[C:11]2[C:7]([C:8]([C:18]#[N:17])=[CH:9][NH:10]2)=[CH:6][CH:5]=1)([O-:3])=[O:2]. The catalyst class is: 10. (7) The catalyst class is: 6. Reactant: [NH2:1][CH2:2][C:3]([OH:5])=[O:4].C[N+:7]([CH3:10])(C)C.[OH-].[C:12](#[N:15])[CH:13]=[CH2:14].Cl.[CH3:17][C:18](C)=O. Product: [C:12]([CH2:13][CH2:14][N:1]([CH2:17][CH2:18][C:10]#[N:7])[CH2:2][C:3]([OH:5])=[O:4])#[N:15]. (8) Reactant: [CH3:1][C@H:2]1[CH2:7][NH:6][C@H:5]([CH3:8])[CH2:4][N:3]1[C@H:9]([C:24]1[CH:25]=[C:26]([CH:38]=[CH:39][CH:40]=1)[C:27]([N:29]([C:31]1[CH:36]=[CH:35][CH:34]=[C:33]([F:37])[CH:32]=1)[CH3:30])=[O:28])[C:10]1[CH:15]=[CH:14][CH:13]=[C:12]([O:16]S(C(F)(F)F)(=O)=O)[CH:11]=1.C(=O)([O-])[O-].[Na+].[Na+].[I-].[Na+].Br[CH2:50][CH2:51][CH2:52][F:53]. Product: [CH3:1][C@H:2]1[CH2:7][N:6]([CH2:50][CH2:51][CH2:52][F:53])[C@H:5]([CH3:8])[CH2:4][N:3]1[C@H:9]([C:24]1[CH:25]=[C:26]([CH:38]=[CH:39][CH:40]=1)[C:27]([N:29]([C:31]1[CH:36]=[CH:35][CH:34]=[C:33]([F:37])[CH:32]=1)[CH3:30])=[O:28])[C:10]1[CH:15]=[CH:14][CH:13]=[C:12]([OH:16])[CH:11]=1. The catalyst class is: 10. (9) Reactant: C([O:4][C@H:5]1[CH2:22][CH2:21][C@@:20]2([CH3:23])[C@@H:7]([CH2:8][CH2:9][C@:10]3([CH3:39])[C@@H:19]2[CH2:18][CH2:17][C@H:16]2[C@@:11]3([CH3:38])[CH2:12][CH2:13][C@@:14]3(/[CH:31]=[CH:32]/[C:33]([O:35]CC)=[O:34])[CH2:26][C:25](=[O:27])[C:24]([CH:28]([CH3:30])[CH3:29])=[C:15]32)[C:6]1([CH3:41])[CH3:40])(=O)C.[OH-].[Na+]. Product: [OH:4][C@H:5]1[CH2:22][CH2:21][C@@:20]2([CH3:23])[C@@H:7]([CH2:8][CH2:9][C@:10]3([CH3:39])[C@@H:19]2[CH2:18][CH2:17][C@H:16]2[C@@:11]3([CH3:38])[CH2:12][CH2:13][C@@:14]3(/[CH:31]=[CH:32]/[C:33]([OH:35])=[O:34])[CH2:26][C:25](=[O:27])[C:24]([CH:28]([CH3:30])[CH3:29])=[C:15]32)[C:6]1([CH3:41])[CH3:40]. The catalyst class is: 193.